Dataset: NCI-60 drug combinations with 297,098 pairs across 59 cell lines. Task: Regression. Given two drug SMILES strings and cell line genomic features, predict the synergy score measuring deviation from expected non-interaction effect. (1) Drug 1: CCN(CC)CCNC(=O)C1=C(NC(=C1C)C=C2C3=C(C=CC(=C3)F)NC2=O)C. Drug 2: CC1(CCCN1)C2=NC3=C(C=CC=C3N2)C(=O)N. Cell line: HCT116. Synergy scores: CSS=70.8, Synergy_ZIP=8.69, Synergy_Bliss=8.38, Synergy_Loewe=-24.0, Synergy_HSA=9.30. (2) Drug 1: CC1CCC2CC(C(=CC=CC=CC(CC(C(=O)C(C(C(=CC(C(=O)CC(OC(=O)C3CCCCN3C(=O)C(=O)C1(O2)O)C(C)CC4CCC(C(C4)OC)O)C)C)O)OC)C)C)C)OC. Drug 2: C1CN1C2=NC(=NC(=N2)N3CC3)N4CC4. Cell line: NCI/ADR-RES. Synergy scores: CSS=33.7, Synergy_ZIP=-0.482, Synergy_Bliss=-1.34, Synergy_Loewe=1.37, Synergy_HSA=-0.271. (3) Drug 1: CCC1=CC2CC(C3=C(CN(C2)C1)C4=CC=CC=C4N3)(C5=C(C=C6C(=C5)C78CCN9C7C(C=CC9)(C(C(C8N6C)(C(=O)OC)O)OC(=O)C)CC)OC)C(=O)OC.C(C(C(=O)O)O)(C(=O)O)O. Drug 2: CN1C(=O)N2C=NC(=C2N=N1)C(=O)N. Cell line: DU-145. Synergy scores: CSS=44.3, Synergy_ZIP=1.34, Synergy_Bliss=1.98, Synergy_Loewe=-36.7, Synergy_HSA=-0.973. (4) Cell line: NCI/ADR-RES. Drug 2: CCC1=C2CN3C(=CC4=C(C3=O)COC(=O)C4(CC)O)C2=NC5=C1C=C(C=C5)O. Synergy scores: CSS=18.2, Synergy_ZIP=-9.26, Synergy_Bliss=-5.98, Synergy_Loewe=-11.2, Synergy_HSA=-3.69. Drug 1: C1=CC(=CC=C1CCCC(=O)O)N(CCCl)CCCl. (5) Drug 1: CCCS(=O)(=O)NC1=C(C(=C(C=C1)F)C(=O)C2=CNC3=C2C=C(C=N3)C4=CC=C(C=C4)Cl)F. Drug 2: CC1=C2C(C(=O)C3(C(CC4C(C3C(C(C2(C)C)(CC1OC(=O)C(C(C5=CC=CC=C5)NC(=O)OC(C)(C)C)O)O)OC(=O)C6=CC=CC=C6)(CO4)OC(=O)C)OC)C)OC. Cell line: PC-3. Synergy scores: CSS=34.4, Synergy_ZIP=-0.593, Synergy_Bliss=-2.61, Synergy_Loewe=-42.6, Synergy_HSA=-3.57. (6) Drug 2: C1=NC2=C(N=C(N=C2N1C3C(C(C(O3)CO)O)F)Cl)N. Cell line: CCRF-CEM. Synergy scores: CSS=73.6, Synergy_ZIP=2.12, Synergy_Bliss=2.54, Synergy_Loewe=-5.03, Synergy_HSA=3.71. Drug 1: C1CCC(CC1)NC(=O)N(CCCl)N=O. (7) Drug 1: CC12CCC(CC1=CCC3C2CCC4(C3CC=C4C5=CN=CC=C5)C)O. Drug 2: CC1C(C(CC(O1)OC2CC(OC(C2O)C)OC3=CC4=CC5=C(C(=O)C(C(C5)C(C(=O)C(C(C)O)O)OC)OC6CC(C(C(O6)C)O)OC7CC(C(C(O7)C)O)OC8CC(C(C(O8)C)O)(C)O)C(=C4C(=C3C)O)O)O)O. Cell line: HOP-92. Synergy scores: CSS=12.1, Synergy_ZIP=0.228, Synergy_Bliss=2.44, Synergy_Loewe=4.87, Synergy_HSA=3.27. (8) Drug 1: CC1=C(C=C(C=C1)NC2=NC=CC(=N2)N(C)C3=CC4=NN(C(=C4C=C3)C)C)S(=O)(=O)N.Cl. Drug 2: CCCCC(=O)OCC(=O)C1(CC(C2=C(C1)C(=C3C(=C2O)C(=O)C4=C(C3=O)C=CC=C4OC)O)OC5CC(C(C(O5)C)O)NC(=O)C(F)(F)F)O. Cell line: KM12. Synergy scores: CSS=6.76, Synergy_ZIP=0.842, Synergy_Bliss=2.51, Synergy_Loewe=1.94, Synergy_HSA=4.44.